From a dataset of Forward reaction prediction with 1.9M reactions from USPTO patents (1976-2016). Predict the product of the given reaction. (1) Given the reactants [CH3:1][N:2]([CH3:10])[C:3]1[CH:8]=[CH:7][N:6]=[C:5]([NH2:9])[CH:4]=1.Br[CH2:12][C:13]([C:15]1[CH:20]=[CH:19][C:18]([CH3:21])=[CH:17][CH:16]=1)=O, predict the reaction product. The product is: [CH3:1][N:2]([C:3]1[CH:8]=[CH:7][N:6]2[CH:12]=[C:13]([C:15]3[CH:20]=[CH:19][C:18]([CH3:21])=[CH:17][CH:16]=3)[N:9]=[C:5]2[CH:4]=1)[CH3:10]. (2) Given the reactants C([Li])CCC.C(NC(C)C)(C)C.[F:13][C:14]1[CH:19]=[CH:18][C:17]([CH3:20])=[CH:16][N:15]=1.C([O:24][B:25](OCCC)[O:26]CCC)CC, predict the reaction product. The product is: [F:13][C:14]1[C:19]([B:25]([OH:26])[OH:24])=[CH:18][C:17]([CH3:20])=[CH:16][N:15]=1. (3) Given the reactants [NH2:1][C:2]1[CH:10]=[CH:9][CH:8]=[C:7]2[C:3]=1[C:4](=[O:12])[O:5][C:6]2=O.[CH2:13]([O:15][C:16]([CH:18]=P(C1C=CC=CC=1)(C1C=CC=CC=1)C1C=CC=CC=1)=[O:17])[CH3:14], predict the reaction product. The product is: [NH2:1][C:2]1[CH:10]=[CH:9][CH:8]=[C:7]2[C:3]=1[C:4](=[O:12])[O:5][C:6]2=[CH:18][C:16]([O:15][CH2:13][CH3:14])=[O:17].